From a dataset of Forward reaction prediction with 1.9M reactions from USPTO patents (1976-2016). Predict the product of the given reaction. (1) Given the reactants [F:1][C:2]1[CH:7]=[C:6]([O:8][CH3:9])[CH:5]=[C:4]([F:10])[C:3]=1[CH:11]([O:15][CH2:16][CH3:17])[C:12]([OH:14])=O.[NH2:18][CH2:19][C:20]1[CH:27]=[CH:26][C:23]([C:24]#[N:25])=[CH:22][C:21]=1[Cl:28], predict the reaction product. The product is: [Cl:28][C:21]1[CH:22]=[C:23]([C:24]#[N:25])[CH:26]=[CH:27][C:20]=1[CH2:19][NH:18][C:12](=[O:14])[CH:11]([C:3]1[C:4]([F:10])=[CH:5][C:6]([O:8][CH3:9])=[CH:7][C:2]=1[F:1])[O:15][CH2:16][CH3:17]. (2) Given the reactants [Cl:1][C:2]1[N:11]=[C:10]([O:12][CH3:13])[C:9]2[CH2:8][CH2:7][C@H:6]3[C@H:14]([CH3:21])[C:15](=[O:20])[CH:16]([C:18]#[N:19])[CH2:17][C@:5]3([C:22]3[CH:27]=[CH:26][CH:25]=[CH:24][CH:23]=3)[C:4]=2[N:3]=1.BrN1C(C)(C)C(=O)N(Br)C1=O.N1C=CC=CC=1, predict the reaction product. The product is: [Cl:1][C:2]1[N:11]=[C:10]([O:12][CH3:13])[C:9]2[CH2:8][CH2:7][C@H:6]3[C@H:14]([CH3:21])[C:15](=[O:20])[C:16]([C:18]#[N:19])=[CH:17][C@:5]3([C:22]3[CH:23]=[CH:24][CH:25]=[CH:26][CH:27]=3)[C:4]=2[N:3]=1.